Task: Predict the product of the given reaction.. Dataset: Forward reaction prediction with 1.9M reactions from USPTO patents (1976-2016) (1) Given the reactants [NH:1]1[CH2:6][CH2:5][NH:4][CH2:3][CH2:2]1.[NH2:7][C:8]1[CH:13]=[CH:12][C:11]([CH2:14][C:15]([OH:17])=O)=[CH:10][CH:9]=1.C1CCC(N=C=NC2CCCCC2)CC1.C1C=CC2N(O)N=NC=2C=1.[CH:43]1([CH2:49][C:50](O)=[O:51])[CH2:48][CH2:47][CH2:46][CH2:45][CH2:44]1, predict the reaction product. The product is: [CH2:44]1[CH2:45][CH2:46][CH2:47][CH2:48][CH:43]1[CH2:49][C:50]([N:1]1[CH2:6][CH2:5][N:4]([C:15](=[O:17])[CH2:14][C:11]2[CH:10]=[CH:9][C:8]([NH2:7])=[CH:13][CH:12]=2)[CH2:3][CH2:2]1)=[O:51]. (2) Given the reactants C(O[C:4](=[O:21])[CH2:5][C:6]([CH:8]1[CH2:13][CH2:12][N:11]([C:14]([O:16][C:17]([CH3:20])([CH3:19])[CH3:18])=[O:15])[CH2:10][CH2:9]1)=O)C.[Cl:22][C:23]1[CH:24]=[C:25]2[C:29](=[CH:30][CH:31]=1)[NH:28][N:27]=[C:26]2[NH2:32].P([O-])([O-])([O-])=O.[K+].[K+].[K+], predict the reaction product. The product is: [Cl:22][C:23]1[CH:31]=[CH:30][C:29]2[C:25](=[C:26]3[NH:32][C:6]([CH:8]4[CH2:9][CH2:10][N:11]([C:14]([O:16][C:17]([CH3:18])([CH3:19])[CH3:20])=[O:15])[CH2:12][CH2:13]4)=[CH:5][C:4](=[O:21])[N:27]3[N:28]=2)[CH:24]=1.